Predict the product of the given reaction. From a dataset of Forward reaction prediction with 1.9M reactions from USPTO patents (1976-2016). (1) Given the reactants [Br:1][C:2]1[S:6][C:5]([C:7]2[N:8]=[C:9]([O-:16])[C:10]3[CH2:15][CH2:14][CH2:13][C:11]=3[N:12]=2)=[CH:4][CH:3]=1.[K+].C1CN([P+](ON2N=NC3C=CC=CC2=3)(N2CCCC2)N2CCCC2)CC1.F[P-](F)(F)(F)(F)F.C(=O)([O-])[O-].[Cs+].[Cs+].O[C:58]1[CH:63]=[CH:62][C:61]([CH2:64][C:65]([O:67][CH3:68])=[O:66])=[CH:60][CH:59]=1, predict the reaction product. The product is: [Br:1][C:2]1[S:6][C:5]([C:7]2[N:8]=[C:9]([O:16][C:58]3[CH:63]=[CH:62][C:61]([CH2:64][C:65]([O:67][CH3:68])=[O:66])=[CH:60][CH:59]=3)[C:10]3[CH2:15][CH2:14][CH2:13][C:11]=3[N:12]=2)=[CH:4][CH:3]=1. (2) Given the reactants [CH3:1][O:2][C:3]1[CH:4]=[C:5]([OH:13])[C:6](=[CH:11][CH:12]=1)[C:7]([O:9][CH3:10])=[O:8].[F:14][C:15]([F:28])([F:27])[S:16](O[S:16]([C:15]([F:28])([F:27])[F:14])(=[O:18])=[O:17])(=[O:18])=[O:17], predict the reaction product. The product is: [CH3:1][O:2][C:3]1[CH:12]=[CH:11][C:6]([C:7]([O:9][CH3:10])=[O:8])=[C:5]([O:13][S:16]([C:15]([F:28])([F:27])[F:14])(=[O:18])=[O:17])[CH:4]=1. (3) Given the reactants [CH3:1][O:2][C:3]1[CH:8]=[CH:7][C:6]([C:9]([NH:11][CH2:12][CH2:13][O:14][C:15]2[CH:20]=[CH:19][C:18]([CH2:21][CH:22]([O:28][C:29]3[CH:34]=[CH:33][CH:32]=[CH:31][CH:30]=3)[C:23]([O:25]CC)=[O:24])=[CH:17][CH:16]=2)=[O:10])=[CH:5][N:4]=1.[OH-].[Na+], predict the reaction product. The product is: [CH3:1][O:2][C:3]1[CH:8]=[CH:7][C:6]([C:9]([NH:11][CH2:12][CH2:13][O:14][C:15]2[CH:20]=[CH:19][C:18]([CH2:21][CH:22]([O:28][C:29]3[CH:34]=[CH:33][CH:32]=[CH:31][CH:30]=3)[C:23]([OH:25])=[O:24])=[CH:17][CH:16]=2)=[O:10])=[CH:5][N:4]=1. (4) Given the reactants [NH2:1][C:2]1[N:10]=[CH:9][C:8](Br)=[CH:7][C:3]=1[C:4]([OH:6])=O.CC[N:14]([CH:18](C)C)C(C)C.CN(C(ON1N=N[C:31]2[CH:32]=[CH:33][CH:34]=[CH:35][C:30]1=2)=[N+](C)C)C.[F:38][P-](F)(F)(F)(F)F.C[N:46]([CH:48]=O)C, predict the reaction product. The product is: [NH2:1][C:2]1[N:10]=[CH:9][C:8]([C:18]#[N:14])=[CH:7][C:3]=1[C:4]([NH:46][CH2:48][C:30]1[CH:31]=[CH:32][C:33]([F:38])=[CH:34][CH:35]=1)=[O:6]. (5) Given the reactants [CH:1]1([CH2:4][O:5][C:6]2[CH:7]=[CH:8][C:9]3[O:13][C:12]([CH:14]([NH:18][C:19]4[CH:20]=[CH:21][C:22](C(O)=O)=[N:23][CH:24]=4)[CH:15]([CH3:17])[CH3:16])=[C:11]([CH3:28])[C:10]=3[CH:29]=2)[CH2:3][CH2:2]1.CNC[CH2:33][C:34]([O:36][CH2:37][CH3:38])=[O:35].ON1C2C=CC=CC=2N=N1.Cl.C(N=C=NCCCN(C)C)C.[Cl-].[NH4+].[CH3:63][N:64]([CH3:67])[CH:65]=[O:66], predict the reaction product. The product is: [CH:1]1([CH2:4][O:5][C:6]2[CH:7]=[CH:8][C:9]3[O:13][C:12]([CH:14]([NH:18][C:19]4[CH:20]=[CH:21][C:22]([C:65]([N:64]([CH3:67])[CH2:63][CH2:33][C:34]([O:36][CH2:37][CH3:38])=[O:35])=[O:66])=[N:23][CH:24]=4)[CH:15]([CH3:17])[CH3:16])=[C:11]([CH3:28])[C:10]=3[CH:29]=2)[CH2:3][CH2:2]1. (6) The product is: [OH:11][C:9]1[N:8]([C:12]2[CH:17]=[CH:16][CH:15]=[CH:14][N:13]=2)[N:7]=[C:6]([C:4]([OH:5])=[O:3])[CH:10]=1. Given the reactants C([O:3][C:4]([C:6]1[CH:10]=[C:9]([OH:11])[N:8]([C:12]2[CH:17]=[CH:16][CH:15]=[CH:14][N:13]=2)[N:7]=1)=[O:5])C.CO, predict the reaction product. (7) Given the reactants [CH3:1][C:2]1[N:3]=[CH:4][C:5]([NH:8][NH:9][C:10](=O)[C:11]([F:14])([F:13])[F:12])=[N:6][CH:7]=1.[OH-].[NH4+], predict the reaction product. The product is: [CH3:1][C:2]1[N:3]=[CH:4][C:5]2[N:6]([C:10]([C:11]([F:14])([F:13])[F:12])=[N:9][N:8]=2)[CH:7]=1.